From a dataset of Forward reaction prediction with 1.9M reactions from USPTO patents (1976-2016). Predict the product of the given reaction. (1) Given the reactants [ClH:1].[N+:2]([C:5]1[CH:22]=[CH:21][C:8]([CH2:9][CH:10]2[CH2:15][CH2:14][N:13]([CH2:16][CH2:17][CH:18]([OH:20])[CH3:19])[CH2:12][CH2:11]2)=[CH:7][CH:6]=1)([O-])=O, predict the reaction product. The product is: [ClH:1].[NH2:2][C:5]1[CH:22]=[CH:21][C:8]([CH2:9][CH:10]2[CH2:15][CH2:14][N:13]([CH2:16][CH2:17][CH:18]([OH:20])[CH3:19])[CH2:12][CH2:11]2)=[CH:7][CH:6]=1. (2) Given the reactants BrC1C=NC2C3C=CC(CC(OCC)=O)=CC=3NC=2C=1.[Br:21][C:22]1[CH:23]=[C:24]([N+:40]([O-])=O)[C:25]([C:28]2[CH:37]=[CH:36][C:31]([C:32]([O:34][CH3:35])=[O:33])=[CH:30][C:29]=2[O:38][CH3:39])=[N:26][CH:27]=1.CCN(CCOC1C=CC(CC2C=CC=CC=2)=CC=1)CC.Cl, predict the reaction product. The product is: [Br:21][C:22]1[CH:27]=[N:26][C:25]2[C:28]3[C:29]([O:38][CH3:39])=[CH:30][C:31]([C:32]([O:34][CH3:35])=[O:33])=[CH:36][C:37]=3[NH:40][C:24]=2[CH:23]=1. (3) Given the reactants [Br-].C([O:6][C:7](=[O:54])[C:8]([O:11]/[N:12]=[C:13](/[C:41]1[N:42]=[C:43]([NH:46]C(OC(C)(C)C)=O)[S:44][CH:45]=1)\[C:14]([NH:16][C@@H:17]1[C:20](=[O:21])[N:19]([S:22]([OH:25])(=[O:24])=[O:23])[C@@H:18]1[CH2:26][N:27]1[CH:31]=[C:30]([CH2:32][NH:33][C:34](=[O:40])[CH2:35][N+:36]([CH3:39])([CH3:38])[CH3:37])[N:29]=[N:28]1)=[O:15])([CH3:10])[CH3:9])(C)(C)C.C(O)(C(F)(F)F)=O.C(Cl)Cl.C([SiH](CC)CC)C, predict the reaction product. The product is: [NH2:46][C:43]1[S:44][CH:45]=[C:41](/[C:13](=[N:12]/[O:11][C:8]([C:7]([OH:54])=[O:6])([CH3:9])[CH3:10])/[C:14]([NH:16][C@H:17]2[C@@H:18]([CH2:26][N:27]3[CH:31]=[C:30]([CH2:32][NH:33][C:34](=[O:40])[CH2:35][N+:36]([CH3:37])([CH3:38])[CH3:39])[N:29]=[N:28]3)[N:19]([S:22]([O-:25])(=[O:24])=[O:23])[C:20]2=[O:21])=[O:15])[N:42]=1. (4) Given the reactants [O:1]=[S:2](Cl)Cl.[CH3:5][C@@H:6]([OH:10])[C@H:7]([OH:9])[CH3:8].N1C=CN=C1.C(N(CC)CC)C.I([O-])(=O)(=O)=[O:24].[Na+], predict the reaction product. The product is: [CH3:8][C@@H:7]1[C@@H:6]([CH3:5])[O:10][S:2](=[O:1])(=[O:24])[O:9]1. (5) Given the reactants [C:1]1([OH:11])[C:10]2[C:5](=[CH:6][CH:7]=[CH:8][CH:9]=2)[CH:4]=[CH:3][CH:2]=1.[CH2:12]1[S:16](=O)[CH2:15][CH2:14][CH2:13]1.[ClH:18], predict the reaction product. The product is: [Cl-:18].[OH:11][C:1]1[C:10]2[C:5](=[CH:6][CH:7]=[CH:8][CH:9]=2)[C:4]([S+:16]2[CH2:12][CH2:13][CH2:14][CH2:15]2)=[CH:3][CH:2]=1. (6) Given the reactants [C:1]([O:5][C:6]([NH:8][C:9]1[CH:14]=[C:13]([CH2:15][C:16](OCC)=[O:17])[CH:12]=[CH:11][N:10]=1)=[O:7])([CH3:4])([CH3:3])[CH3:2].[Li+].[BH4-].CO, predict the reaction product. The product is: [OH:17][CH2:16][CH2:15][C:13]1[CH:12]=[CH:11][N:10]=[C:9]([NH:8][C:6](=[O:7])[O:5][C:1]([CH3:3])([CH3:2])[CH3:4])[CH:14]=1. (7) The product is: [Cl:37][C:35]1[CH:34]=[CH:33][C:32]([N+:38]([O-:40])=[O:39])=[C:31]([C:28]2[CH:29]=[CH:30][N:25]([CH:17]([C:16]3[NH:15][C:14]4[CH:13]=[CH:12][C:4]([C:5]([O:7][C:8]([CH3:10])([CH3:11])[CH3:9])=[O:6])=[CH:3][C:2]=4[N:1]=3)[CH2:18][C:19]3[CH:24]=[CH:23][CH:22]=[CH:21][CH:20]=3)[C:26](=[O:41])[CH:27]=2)[CH:36]=1. Given the reactants [NH2:1][C:2]1[CH:3]=[C:4]([CH:12]=[CH:13][C:14]=1[NH:15][C:16](=O)[CH:17]([N:25]1[CH:30]=[CH:29][C:28]([C:31]2[CH:36]=[C:35]([Cl:37])[CH:34]=[CH:33][C:32]=2[N+:38]([O-:40])=[O:39])=[CH:27][C:26]1=[O:41])[CH2:18][C:19]1[CH:24]=[CH:23][CH:22]=[CH:21][CH:20]=1)[C:5]([O:7][C:8]([CH3:11])([CH3:10])[CH3:9])=[O:6], predict the reaction product.